From a dataset of NCI-60 drug combinations with 297,098 pairs across 59 cell lines. Regression. Given two drug SMILES strings and cell line genomic features, predict the synergy score measuring deviation from expected non-interaction effect. (1) Cell line: U251. Drug 1: CC1C(C(CC(O1)OC2CC(CC3=C2C(=C4C(=C3O)C(=O)C5=C(C4=O)C(=CC=C5)OC)O)(C(=O)C)O)N)O.Cl. Drug 2: CN(C)N=NC1=C(NC=N1)C(=O)N. Synergy scores: CSS=36.6, Synergy_ZIP=-2.32, Synergy_Bliss=-1.61, Synergy_Loewe=-44.6, Synergy_HSA=-0.429. (2) Drug 1: C1CCN(CC1)CCOC2=CC=C(C=C2)C(=O)C3=C(SC4=C3C=CC(=C4)O)C5=CC=C(C=C5)O. Drug 2: C1=CN(C=N1)CC(O)(P(=O)(O)O)P(=O)(O)O. Cell line: MCF7. Synergy scores: CSS=8.52, Synergy_ZIP=7.89, Synergy_Bliss=3.06, Synergy_Loewe=1.10, Synergy_HSA=3.10. (3) Drug 1: C1=CC(=CC=C1CCCC(=O)O)N(CCCl)CCCl. Drug 2: C1C(C(OC1N2C=C(C(=O)NC2=O)F)CO)O. Cell line: HCC-2998. Synergy scores: CSS=41.2, Synergy_ZIP=-15.5, Synergy_Bliss=-20.8, Synergy_Loewe=-17.2, Synergy_HSA=-15.3. (4) Drug 1: CNC(=O)C1=NC=CC(=C1)OC2=CC=C(C=C2)NC(=O)NC3=CC(=C(C=C3)Cl)C(F)(F)F. Drug 2: CN1C2=C(C=C(C=C2)N(CCCl)CCCl)N=C1CCCC(=O)O.Cl. Cell line: U251. Synergy scores: CSS=-0.468, Synergy_ZIP=0.0470, Synergy_Bliss=-0.466, Synergy_Loewe=-1.32, Synergy_HSA=-1.38. (5) Drug 1: CN1CCC(CC1)COC2=C(C=C3C(=C2)N=CN=C3NC4=C(C=C(C=C4)Br)F)OC. Drug 2: CC12CCC3C(C1CCC2OP(=O)(O)O)CCC4=C3C=CC(=C4)OC(=O)N(CCCl)CCCl.[Na+]. Cell line: MCF7. Synergy scores: CSS=-11.8, Synergy_ZIP=0.365, Synergy_Bliss=-5.76, Synergy_Loewe=-19.6, Synergy_HSA=-13.4.